Dataset: Reaction yield outcomes from USPTO patents with 853,638 reactions. Task: Predict the reaction yield, written as a fraction of the theoretical maximum amount of product (1.0 means a 100% yield; for example, 0.34 means a 34% yield). (1) The reactants are C(C1C=CC(C(NC2C(C)=C(C3N=C(NC4C=CC(C(N(C(C)C)C)C(O)=O)=CC=4)C(=O)N(C)C=3)C=CC=2)=O)=CC=1)(C)(C)C.[CH2:45]([N:47]1[CH2:52][CH2:51][N:50]([CH:53]([C:59]2[CH:64]=[CH:63][C:62]([NH:65][C:66]3[C:71](=[O:72])[N:70]([CH3:73])[CH:69]=[C:68]([C:74]4[CH:79]=[CH:78][CH:77]=[C:76]([NH:80][C:81]([C:83]5[S:87][C:86]6[CH2:88][CH2:89][CH2:90][CH2:91][CH2:92][C:85]=6[CH:84]=5)=[O:82])[C:75]=4[CH3:93])[N:67]=3)=[CH:61][CH:60]=2)[C:54]([O:56]CC)=[O:55])[CH2:49][CH2:48]1)[CH3:46]. No catalyst specified. The product is [CH2:45]([N:47]1[CH2:52][CH2:51][N:50]([CH:53]([C:59]2[CH:60]=[CH:61][C:62]([NH:65][C:66]3[C:71](=[O:72])[N:70]([CH3:73])[CH:69]=[C:68]([C:74]4[CH:79]=[CH:78][CH:77]=[C:76]([NH:80][C:81]([C:83]5[S:87][C:86]6[CH2:88][CH2:89][CH2:90][CH2:91][CH2:92][C:85]=6[CH:84]=5)=[O:82])[C:75]=4[CH3:93])[N:67]=3)=[CH:63][CH:64]=2)[C:54]([OH:56])=[O:55])[CH2:49][CH2:48]1)[CH3:46]. The yield is 0.970. (2) The yield is 0.0900. The catalyst is COCCOC.O.C(O)C.C1C=CC(P(C2C=CC=CC=2)[C-]2C=CC=C2)=CC=1.C1C=CC(P(C2C=CC=CC=2)[C-]2C=CC=C2)=CC=1.Cl[Pd]Cl.[Fe+2]. The reactants are Br[C:2]1[CH:3]=[C:4]([C:8]2([C:20]3[CH:25]=[CH:24][N:23]=[CH:22][C:21]=3[F:26])[C:12]3=[N:13][CH2:14][C:15]([F:18])([F:17])[CH2:16][N:11]3[C:10]([NH2:19])=[N:9]2)[CH:5]=[CH:6][CH:7]=1.[F:27][C:28]1[C:33](B(O)O)=[CH:32][CH:31]=[CH:30][N:29]=1.C(=O)([O-])[O-].[Cs+].[Cs+]. The product is [F:17][C:15]1([F:18])[CH2:16][N:11]2[C:10]([NH2:19])=[N:9][C:8]([C:20]3[CH:25]=[CH:24][N:23]=[CH:22][C:21]=3[F:26])([C:4]3[CH:5]=[CH:6][CH:7]=[C:2]([C:33]4[C:28]([F:27])=[N:29][CH:30]=[CH:31][CH:32]=4)[CH:3]=3)[C:12]2=[N:13][CH2:14]1. (3) The reactants are [C:1]([CH2:3][C:4]([OH:6])=O)#[N:2].[Li]CCCC.[C:12]1([CH2:18]C(Cl)=O)[CH:17]=[CH:16][CH:15]=[CH:14][CH:13]=1. The catalyst is C1COCC1. The product is [O:6]=[C:4]([CH2:18][C:12]1[CH:17]=[CH:16][CH:15]=[CH:14][CH:13]=1)[CH2:3][C:1]#[N:2]. The yield is 0.400. (4) The product is [CH3:16][O:13][C:12]([C:9]1([C:6]2[CH:5]=[CH:4][C:3]([O:2][CH3:1])=[CH:8][CH:7]=2)[CH2:10][CH2:11]1)=[O:14]. The yield is 0.990. The catalyst is CO. The reactants are [CH3:1][O:2][C:3]1[CH:8]=[CH:7][C:6]([C:9]2([C:12]([OH:14])=[O:13])[CH2:11][CH2:10]2)=[CH:5][CH:4]=1.O.[C:16]1(C)C=CC(S(O)(=O)=O)=CC=1. (5) The yield is 0.530. The catalyst is ClCCCl. The reactants are [NH:1]1[C:9]2[C:4](=[CH:5][CH:6]=[CH:7][CH:8]=2)[C:3]([CH:10]2[CH2:15][CH2:14][C:13](=O)[CH2:12][CH2:11]2)=[CH:2]1.[NH:17]1[C:25]2[C:20](=[C:21]([N:26]3[CH2:31][CH2:30][NH:29][CH2:28][CH2:27]3)[CH:22]=[CH:23][CH:24]=2)[CH:19]=[CH:18]1.C(O[BH-](OC(=O)C)OC(=O)C)(=O)C.[Na+].C(O)(=O)C. The product is [NH:17]1[C:25]2[C:20](=[C:21]([N:26]3[CH2:31][CH2:30][N:29]([C@@H:13]4[CH2:14][CH2:15][C@H:10]([C:3]5[C:4]6[C:9](=[CH:8][CH:7]=[CH:6][CH:5]=6)[NH:1][CH:2]=5)[CH2:11][CH2:12]4)[CH2:28][CH2:27]3)[CH:22]=[CH:23][CH:24]=2)[CH:19]=[CH:18]1. (6) The reactants are [C:1]([O:5][C:6]([CH:8]1[CH2:12][CH2:11][CH2:10][N:9]1[C:13](=[O:30])[CH:14]([NH:19][C:20]([O:22]CC1C=CC=CC=1)=O)[C:15]([CH3:18])([CH3:17])[CH3:16])=[O:7])([CH3:4])([CH3:3])[CH3:2].[NH2:31][C:32]1[CH:40]=[CH:39][C:35](C(O)=O)=[CH:34][C:33]=1[Cl:41].CCN(C(C)C)C(C)C.C(Cl)CCl. The catalyst is CCOC(C)=O.C(Cl)Cl.CN(C=O)C.[Pd]. The product is [C:1]([O:5][C:6]([CH:8]1[CH2:12][CH2:11][CH2:10][N:9]1[C:13](=[O:30])[CH:14]([NH:19][C:20](=[O:22])[C:35]1[CH:39]=[CH:40][C:32]([NH2:31])=[C:33]([Cl:41])[CH:34]=1)[C:15]([CH3:17])([CH3:18])[CH3:16])=[O:7])([CH3:4])([CH3:2])[CH3:3]. The yield is 0.970. (7) The reactants are Cl.C[O:3][C:4]1[CH:9]=[C:8]([O:10]C)[CH:7]=[CH:6][C:5]=1[CH2:12][CH2:13][CH2:14][CH2:15][NH:16][C:17]([NH:19][C:20]([C:22]1[C:27]([NH2:28])=[N:26][C:25]([NH2:29])=[C:24]([Cl:30])[N:23]=1)=[O:21])=[NH:18]. The catalyst is Br. The product is [ClH:30].[OH:3][C:4]1[CH:9]=[C:8]([OH:10])[CH:7]=[CH:6][C:5]=1[CH2:12][CH2:13][CH2:14][CH2:15][NH:16][C:17]([NH:19][C:20]([C:22]1[C:27]([NH2:28])=[N:26][C:25]([NH2:29])=[C:24]([Cl:30])[N:23]=1)=[O:21])=[NH:18]. The yield is 0.320.